This data is from Full USPTO retrosynthesis dataset with 1.9M reactions from patents (1976-2016). The task is: Predict the reactants needed to synthesize the given product. (1) Given the product [Cl:1][C:2]1[CH:3]=[CH:4][C:5]2[N:11]3[CH:12]=[CH:13][CH:14]=[C:10]3[C@@H:9]([CH2:15][CH2:16][OH:17])[CH2:8][C@H:7]([C:21]3[CH:26]=[CH:25][CH:24]=[C:23]([O:27][CH3:28])[C:22]=3[O:29][CH3:30])[C:6]=2[CH:31]=1, predict the reactants needed to synthesize it. The reactants are: [Cl:1][C:2]1[CH:3]=[CH:4][C:5]2[N:11]3[CH:12]=[CH:13][CH:14]=[C:10]3[C@@H:9]([CH2:15][C:16](OCC)=[O:17])[CH2:8][C@H:7]([C:21]3[CH:26]=[CH:25][CH:24]=[C:23]([O:27][CH3:28])[C:22]=3[O:29][CH3:30])[C:6]=2[CH:31]=1.[H-].[Al+3].[Li+].[H-].[H-].[H-].[OH-].[Na+].S([O-])([O-])(=O)=O.[Mg+2]. (2) Given the product [Cl:1][C:2]1[CH:3]=[C:4]([CH:9]([C:10]([OH:12])=[O:11])[C:14]([OH:16])=[O:15])[CH:5]=[C:6]([Cl:8])[CH:7]=1, predict the reactants needed to synthesize it. The reactants are: [Cl:1][C:2]1[CH:3]=[C:4]([CH:9]([C:14]([O:16]C)=[O:15])[C:10]([O:12]C)=[O:11])[CH:5]=[C:6]([Cl:8])[CH:7]=1.[OH-].[Na+].Cl.ClCCl. (3) Given the product [N:1]1([C:5]([C:7]2[CH:13]=[CH:12][C:10]([NH:11][C:15]3[NH:20][C:19]4=[N:21][CH:22]=[CH:23][C:18]4=[C:17]([NH:34][CH2:35][C:36]([F:38])([F:37])[F:39])[N:16]=3)=[CH:9][CH:8]=2)=[O:6])[CH2:4][CH2:3][CH2:2]1, predict the reactants needed to synthesize it. The reactants are: [N:1]1([C:5]([C:7]2[CH:13]=[CH:12][C:10]([NH2:11])=[CH:9][CH:8]=2)=[O:6])[CH2:4][CH2:3][CH2:2]1.Cl[C:15]1[N:16]=[C:17]([NH:34][CH2:35][C:36]([F:39])([F:38])[F:37])[C:18]2[CH:23]=[CH:22][N:21](S(C3C=CC(C)=CC=3)(=O)=O)[C:19]=2[N:20]=1.C(=O)([O-])[O-].[K+].[K+].C1(P(C2CCCCC2)C2C=CC=CC=2C2C(C(C)C)=CC(C(C)C)=CC=2C(C)C)CCCCC1. (4) Given the product [CH2:1]([N:8]1[C:17]2[CH2:16][CH2:15][C:14]3([O:18][CH2:19][CH2:20][O:21]3)[CH2:13][C:12]=2[CH2:11][CH:10]([C:22]([O:24][CH2:31][C:32]2[CH:37]=[CH:36][CH:35]=[CH:34][CH:33]=2)=[O:23])[CH2:9]1)[C:2]1[CH:3]=[CH:4][CH:5]=[CH:6][CH:7]=1, predict the reactants needed to synthesize it. The reactants are: [CH2:1]([N:8]1[C:17]2[CH2:16][CH2:15][C:14]3([O:21][CH2:20][CH2:19][O:18]3)[CH2:13][C:12]=2[CH2:11][CH:10]([C:22]([OH:24])=[O:23])[CH2:9]1)[C:2]1[CH:7]=[CH:6][CH:5]=[CH:4][CH:3]=1.C(=O)([O-])[O-].[K+].[K+].[CH2:31](Br)[C:32]1[CH:37]=[CH:36][CH:35]=[CH:34][CH:33]=1.CNC.